Dataset: Full USPTO retrosynthesis dataset with 1.9M reactions from patents (1976-2016). Task: Predict the reactants needed to synthesize the given product. (1) Given the product [Br:68][C:65]1[CH:66]=[CH:67][C:82]([CH2:49][CH:50]([OH:57])[CH2:51][OH:72])=[C:81]([O:80][CH3:77])[CH:64]=1, predict the reactants needed to synthesize it. The reactants are: CC[C@@H]1[C@@H]2C[C@H]([C@@H](OC3C4C(=CC=CC=4)C(O[C@@H](C4C=CN=C5C=4[CH:49]=[C:50]([O:57]C)[CH:51]=C5)[C@@H]4N5C[C@H](CC)[C@@H](CC5)C4)=NN=3)C3C=CN=C4C=3[CH:49]=[C:50]([O:57]C)[CH:51]=C4)N(CC2)C1.C(C1[CH:67]=[CH:66][C:65]([Br:68])=[CH:64]C=1OC)C=C.S([O-])([O-])=[O:72].[Na+].[Na+].[C:77]([O:80][CH2:81][CH3:82])(=O)C. (2) Given the product [Cl:17][C:18]1[CH:23]=[CH:22][C:21]([S:24]([NH:5][C:4]2[CH:6]=[C:7]([CH3:9])[CH:8]=[C:2]([CH3:1])[CH:3]=2)(=[O:26])=[O:25])=[CH:20][CH:19]=1, predict the reactants needed to synthesize it. The reactants are: [CH3:1][C:2]1[CH:3]=[C:4]([CH:6]=[C:7]([CH3:9])[CH:8]=1)[NH2:5].C(N(CC)CC)C.[Cl:17][C:18]1[CH:23]=[CH:22][C:21]([S:24](Cl)(=[O:26])=[O:25])=[CH:20][CH:19]=1. (3) Given the product [NH2:14][C@@H:11]1[CH2:12][CH2:13][C@@H:9]([CH2:8][C:7]([NH:23][C:24]([NH:26][C@@H:27]2[CH2:42][C:41]3=[CH:43][CH:44]=[C:38]([CH:39]=[CH:40]3)[O:37][CH2:36][CH2:35][CH2:34][CH2:33][O:32][CH2:31][C@H:30]([CH:45]([CH3:46])[CH3:47])[NH:29][C:28]2=[O:48])=[O:25])([CH3:22])[C:6]([OH:49])=[O:5])[CH2:10]1, predict the reactants needed to synthesize it. The reactants are: C([O:5][C:6](=[O:49])[C:7]([NH:23][C:24]([NH:26][C@@H:27]1[CH2:42][C:41]2=[CH:43][CH:44]=[C:38]([CH:39]=[CH:40]2)[O:37][CH2:36][CH2:35][CH2:34][CH2:33][O:32][CH2:31][C@H:30]([CH:45]([CH3:47])[CH3:46])[NH:29][C:28]1=[O:48])=[O:25])([CH3:22])[CH2:8][C@@H:9]1[CH2:13][CH2:12][C@@H:11]([NH:14]C(OC(C)(C)C)=O)[CH2:10]1)(C)(C)C. (4) Given the product [C:35]([O:34][C:32]([N:39]1[CH2:44][CH2:43][CH:42]([CH2:45][N:14]2[N:13]=[N:12][C:11]([C:8]3[CH:7]=[CH:6][C:5]([CH:4]([C:16]4[CH:29]=[CH:28][C:19]([O:20][CH2:21][C:22]5[CH:27]=[CH:26][CH:25]=[CH:24][N:23]=5)=[CH:18][CH:17]=4)[C:3]([CH3:31])([CH3:30])[CH3:2])=[CH:10][CH:9]=3)=[N:15]2)[CH2:41][CH2:40]1)=[O:33])([CH3:38])([CH3:36])[CH3:37], predict the reactants needed to synthesize it. The reactants are: Cl.[CH3:2][C:3]([CH3:31])([CH3:30])[CH:4]([C:16]1[CH:29]=[CH:28][C:19]([O:20][CH2:21][C:22]2[CH:27]=[CH:26][CH:25]=[CH:24][N:23]=2)=[CH:18][CH:17]=1)[C:5]1[CH:10]=[CH:9][C:8]([C:11]2[NH:15][N:14]=[N:13][N:12]=2)=[CH:7][CH:6]=1.[C:32]([N:39]1[CH2:44][CH2:43][CH:42]([CH2:45]O)[CH2:41][CH2:40]1)([O:34][C:35]([CH3:38])([CH3:37])[CH3:36])=[O:33].C1(P(C2C=CC=CC=2)C2C=CC=CC=2)C=CC=CC=1.N(C(OCC)=O)=NC(OCC)=O.C(N1CCC(C=O)CC1)(OC(C)(C)C)=O. (5) The reactants are: Cl[C:2]1[N:17]=[CH:16][C:15]([F:18])=[CH:14][C:3]=1[C:4]([NH:6][C@H:7]1[CH2:12][CH2:11][C@H:10]([OH:13])[CH2:9][CH2:8]1)=[O:5].[CH3:19][S:20][C:21]1[CH:22]=[C:23]([OH:27])[CH:24]=[CH:25][CH:26]=1.C(=O)([O-])[O-].[Cs+].[Cs+]. Given the product [F:18][C:15]1[CH:16]=[N:17][C:2]([O:27][C:23]2[CH:24]=[CH:25][CH:26]=[C:21]([S:20][CH3:19])[CH:22]=2)=[C:3]([CH:14]=1)[C:4]([NH:6][C@H:7]1[CH2:12][CH2:11][C@H:10]([OH:13])[CH2:9][CH2:8]1)=[O:5], predict the reactants needed to synthesize it. (6) Given the product [O:1]1[CH2:2][CH2:3][CH:4]([CH2:7][C:8]2[N:13]=[C:12]([NH2:14])[CH:11]=[CH:10][CH:9]=2)[CH2:5][CH2:6]1, predict the reactants needed to synthesize it. The reactants are: [O:1]1[CH2:6][CH2:5][CH:4]([CH2:7][C:8]2[N:13]=[C:12]([NH:14]C(=O)OC(C)(C)C)[CH:11]=[CH:10][CH:9]=2)[CH2:3][CH2:2]1. (7) Given the product [CH2:28]([N:13]([C@@H:11]([CH3:12])[CH2:10][OH:9])[C:14](=[O:27])[C:15]1[CH:20]=[C:19]([CH3:21])[CH:18]=[CH:17][C:16]=1[N:22]1[N:26]=[CH:25][CH:24]=[N:23]1)[CH3:29], predict the reactants needed to synthesize it. The reactants are: C([O:9][CH2:10][C@@H:11]([N:13]([CH2:28][CH3:29])[C:14](=[O:27])[C:15]1[CH:20]=[C:19]([CH3:21])[CH:18]=[CH:17][C:16]=1[N:22]1[N:26]=[CH:25][CH:24]=[N:23]1)[CH3:12])(=O)C1C=CC=CC=1.[OH-].[K+].CCOC(C)=O. (8) Given the product [C:24]([O:23][C:21]([N:8]1[CH2:9][C@@H:10]([NH:11][C:12]([O:14][CH2:15][CH2:16][Si:17]([CH3:20])([CH3:19])[CH3:18])=[O:13])[C@H:6]([C:4]([OH:5])=[O:3])[CH2:7]1)=[O:22])([CH3:27])([CH3:25])[CH3:26], predict the reactants needed to synthesize it. The reactants are: C([O:3][C:4]([C@H:6]1[C@H:10]([NH:11][C:12]([O:14][CH2:15][CH2:16][Si:17]([CH3:20])([CH3:19])[CH3:18])=[O:13])[CH2:9][N:8]([C:21]([O:23][C:24]([CH3:27])([CH3:26])[CH3:25])=[O:22])[CH2:7]1)=[O:5])C.O[Li].O. (9) Given the product [NH2:5][C:6]1[C:15]([C:16]([O:18][CH3:19])=[O:17])=[C:14]2[C:9]([CH:10]3[CH2:20][CH:11]3[CH2:12][O:13]2)=[CH:8][CH:7]=1, predict the reactants needed to synthesize it. The reactants are: CC(C)(C)C([NH:5][C:6]1[C:15]([C:16]([O:18][CH3:19])=[O:17])=[C:14]2[C:9]([CH:10]3[CH2:20][CH:11]3[CH2:12][O:13]2)=[CH:8][CH:7]=1)=O.